From a dataset of Forward reaction prediction with 1.9M reactions from USPTO patents (1976-2016). Predict the product of the given reaction. Given the reactants NC1C=CC(C2C=NN(CCCO)C=2)=CC=1C(N(CC)CC)=O.[CH2:24]([O:26][C:27]([C:29]1[C:34]([NH2:35])=[CH:33][CH:32]=[C:31](Br)[N:30]=1)=[O:28])[CH3:25].CC1(C)C(C)(C)OB([C:45]2[CH:46]=[N:47][N:48]([CH2:50][CH2:51][CH2:52][CH2:53][OH:54])[CH:49]=2)O1, predict the reaction product. The product is: [NH2:35][C:34]1[C:29]([C:27]([O:26][CH2:24][CH3:25])=[O:28])=[N:30][C:31]([C:45]2[CH:46]=[N:47][N:48]([CH2:50][CH2:51][CH2:52][CH2:53][OH:54])[CH:49]=2)=[CH:32][CH:33]=1.